From a dataset of Forward reaction prediction with 1.9M reactions from USPTO patents (1976-2016). Predict the product of the given reaction. (1) Given the reactants [NH2:1][C:2]1[CH:7]=[CH:6][C:5]([N:8]2[CH:13]=[CH:12][C:11]([O:14]CC3C=CC=CC=3)=[CH:10][C:9]2=[O:22])=[CH:4][C:3]=1[F:23], predict the reaction product. The product is: [NH2:1][C:2]1[CH:7]=[CH:6][C:5]([N:8]2[CH:13]=[CH:12][C:11]([OH:14])=[CH:10][C:9]2=[O:22])=[CH:4][C:3]=1[F:23]. (2) Given the reactants [H-].[Al+3].[Li+].[H-].[H-].[H-].C([O:9][C:10]([C:12]1[CH:13]=[N:14][N:15]([C:17]2[CH:22]=[CH:21][CH:20]=[CH:19][CH:18]=2)[CH:16]=1)=O)C.[OH-].[Na+].S([O-])([O-])(=O)=O.[Na+].[Na+], predict the reaction product. The product is: [C:17]1([N:15]2[CH:16]=[C:12]([CH2:10][OH:9])[CH:13]=[N:14]2)[CH:22]=[CH:21][CH:20]=[CH:19][CH:18]=1. (3) The product is: [C:20]([NH:28][C:29]1[CH:38]=[C:37]([O:39][CH2:7][C:8]2[CH:13]=[CH:12][CH:11]=[CH:10][CH:9]=2)[CH:36]=[CH:35][C:30]=1[C:31]([O:33][CH3:34])=[O:32])(=[O:27])[C:21]1[CH:22]=[CH:23][CH:24]=[CH:25][CH:26]=1. Given the reactants C(=O)([O-])[O-].[K+].[K+].[CH2:7](Br)[C:8]1[CH:13]=[CH:12][CH:11]=[CH:10][CH:9]=1.CN(C)C=O.[C:20]([NH:28][C:29]1[CH:38]=[C:37]([OH:39])[CH:36]=[CH:35][C:30]=1[C:31]([O:33][CH3:34])=[O:32])(=[O:27])[C:21]1[CH:26]=[CH:25][CH:24]=[CH:23][CH:22]=1, predict the reaction product. (4) Given the reactants I[C:2]1[C:3]([C:9]([O:11][CH3:12])=[O:10])=[N:4][C:5]([CH3:8])=[CH:6][CH:7]=1.[NH:13]1[CH:17]=[CH:16][CH:15]=[N:14]1.CN[C@@H]1CCCC[C@H]1NC.C(=O)([O-])[O-].[Cs+].[Cs+].[Si](C=[N+]=[N-])(C)(C)C, predict the reaction product. The product is: [CH3:8][C:5]1[N:4]=[C:3]([C:9]([O:11][CH3:12])=[O:10])[C:2]([N:13]2[CH:17]=[CH:16][CH:15]=[N:14]2)=[CH:7][CH:6]=1. (5) Given the reactants [Cl:1][C:2]1[S:6][C:5]([Mg]Br)=[CH:4][CH:3]=1.O1CCCC1.C(OC([N:21]1[CH2:26][CH2:25][C:24](=O)[CH2:23][CH2:22]1)=O)(C)(C)C.[Cl-].[NH4+], predict the reaction product. The product is: [ClH:1].[Cl:1][C:2]1[S:6][C:5]([C:24]2[CH2:25][CH2:26][NH:21][CH2:22][CH:23]=2)=[CH:4][CH:3]=1. (6) Given the reactants [Cl:1][C:2]1[CH:11]=[C:10]2[C:5]([C:6]([N:13]3[CH2:18][CH2:17][NH:16][CH2:15][CH2:14]3)=[CH:7][C:8]([NH2:12])=[N:9]2)=[CH:4][CH:3]=1.[CH2:19]([O:21][C:22](=[O:27])[CH2:23][N:24]=[C:25]=[S:26])[CH3:20].C(N(C(C)C)CC)(C)C, predict the reaction product. The product is: [CH2:19]([O:21][C:22](=[O:27])[CH2:23][NH:24][C:25]([N:16]1[CH2:17][CH2:18][N:13]([C:6]2[C:5]3[C:10](=[CH:11][C:2]([Cl:1])=[CH:3][CH:4]=3)[N:9]=[C:8]([NH2:12])[CH:7]=2)[CH2:14][CH2:15]1)=[S:26])[CH3:20]. (7) Given the reactants [NH2:1][CH2:2][C@H:3]1[C@@H:8]([CH3:9])[CH2:7][CH2:6][CH2:5][N:4]1[C:10]([O:12][CH2:13][CH:14]=[CH2:15])=[O:11].Cl[C:17]1[CH:22]=[CH:21][C:20]([C:23]([F:26])([F:25])[F:24])=[CH:19][N:18]=1.C([O-])([O-])=O.[Cs+].[Cs+], predict the reaction product. The product is: [CH3:9][C@H:8]1[CH2:7][CH2:6][CH2:5][N:4]([C:10]([O:12][CH2:13][CH:14]=[CH2:15])=[O:11])[C@H:3]1[CH2:2][NH:1][C:17]1[CH:22]=[CH:21][C:20]([C:23]([F:26])([F:25])[F:24])=[CH:19][N:18]=1.